From a dataset of TCR-epitope binding with 47,182 pairs between 192 epitopes and 23,139 TCRs. Binary Classification. Given a T-cell receptor sequence (or CDR3 region) and an epitope sequence, predict whether binding occurs between them. (1) The epitope is LSDDAVVCFNSTY. The TCR CDR3 sequence is CASSLGTAYNEQFF. Result: 0 (the TCR does not bind to the epitope). (2) The epitope is AYAQKIFKI. The TCR CDR3 sequence is CASSSGGGGLDGYTF. Result: 1 (the TCR binds to the epitope). (3) The epitope is LLLGIGILV. The TCR CDR3 sequence is CAATSGEASGQPQHF. Result: 1 (the TCR binds to the epitope). (4) The epitope is NLNESLIDL. The TCR CDR3 sequence is CSARAGDTQYF. Result: 0 (the TCR does not bind to the epitope). (5) The epitope is FLPRVFSAV. The TCR CDR3 sequence is CSARAYGTSTTSTDTQYF. Result: 0 (the TCR does not bind to the epitope). (6) The epitope is KLFIRQEEV. The TCR CDR3 sequence is CASSSIAGALYNEQFF. Result: 0 (the TCR does not bind to the epitope). (7) The epitope is LLWNGPMAV. The TCR CDR3 sequence is CASSLNRESPYEQYF. Result: 1 (the TCR binds to the epitope).